This data is from Reaction yield outcomes from USPTO patents with 853,638 reactions. The task is: Predict the reaction yield, written as a fraction of the theoretical maximum amount of product (1.0 means a 100% yield; for example, 0.34 means a 34% yield). The reactants are [ClH:1].Cl.FC1C=C(NC(NC(=O)CC2C=CC(F)=CC=2)=S)C=CC=1OC1C2=C(C)C(O[CH2:21][CH2:22][N:23]3[CH2:28]CN(C)C[CH2:24]3)=CN2N=CN=1.Cl.[F:46][C:47]1[CH:48]=[C:49]([NH:73][C:74](=[O:86])[CH2:75][C:76]([NH:78][C:79]2C=CC(F)=[CH:81][CH:80]=2)=O)[CH:50]=[CH:51][C:52]=1[O:53][C:54]1[C:59]2=[C:60]([CH3:72])[C:61]([O:63][CH2:64]CN3CCOCC3)=[CH:62][N:58]2[N:57]=[CH:56][N:55]=1. No catalyst specified. The product is [ClH:1].[ClH:1].[CH3:24][N:23]([CH3:28])[CH2:22][CH2:21][CH2:64][O:63][C:61]1[C:60]([CH3:72])=[C:59]2[N:58]([CH:62]=1)[N:57]=[CH:56][N:55]=[C:54]2[O:53][C:52]1[CH:51]=[CH:50][C:49]([NH:73][C:74](=[O:86])[C:75]2[CH:81]=[CH:80][CH:79]=[N:78][CH:76]=2)=[CH:48][C:47]=1[F:46]. The yield is 0.110.